From a dataset of Reaction yield outcomes from USPTO patents with 853,638 reactions. Predict the reaction yield, written as a fraction of the theoretical maximum amount of product (1.0 means a 100% yield; for example, 0.34 means a 34% yield). (1) The reactants are Br[C:2]1[CH:7]=[CH:6][C:5]([O:8][CH2:9][CH2:10][C@@H:11]([CH3:18])[CH2:12][CH2:13][CH:14]=[C:15]([CH3:17])[CH3:16])=[CH:4][CH:3]=1.[B:19](OC)([O:22]C)[O:20]C.Cl. The catalyst is O1CCCC1. The product is [CH3:18][C@@H:11]([CH2:12][CH2:13][CH:14]=[C:15]([CH3:17])[CH3:16])[CH2:10][CH2:9][O:8][C:5]1[CH:6]=[CH:7][C:2]([B:19]([OH:22])[OH:20])=[CH:3][CH:4]=1. The yield is 0.650. (2) The reactants are [CH2:1]([NH:3][CH2:4][CH2:5][N:6]1[CH2:11][CH2:10][O:9][C:8]2[CH:12]=[C:13]([NH:16][C:17]([C:19]3[S:20][CH:21]=[CH:22][CH:23]=3)=[NH:18])[CH:14]=[CH:15][C:7]1=2)[CH3:2].[ClH:24]. The catalyst is CO. The product is [ClH:24].[ClH:24].[CH2:1]([NH:3][CH2:4][CH2:5][N:6]1[CH2:11][CH2:10][O:9][C:8]2[CH:12]=[C:13]([NH:16][C:17]([C:19]3[S:20][CH:21]=[CH:22][CH:23]=3)=[NH:18])[CH:14]=[CH:15][C:7]1=2)[CH3:2]. The yield is 0.760. (3) The reactants are [CH3:1][O:2][N:3]=[C:4]1[CH2:8][N:7]([C:9]([O:11]C(C)(C)C)=O)[C@H:6]([C:16]([O:18][CH3:19])=[O:17])[CH2:5]1.[CH3:20][C:21]1[C:22]([C:27]2[CH:35]=[CH:34][C:30](C(O)=O)=[CH:29][CH:28]=2)=[N:23][CH:24]=[CH:25][CH:26]=1. No catalyst specified. The product is [CH3:1][O:2][N:3]=[C:4]1[CH2:8][N:7]([C:9](=[O:11])[C:30]2[CH:34]=[CH:35][C:27]([C:22]3[C:21]([CH3:20])=[CH:26][CH:25]=[CH:24][N:23]=3)=[CH:28][CH:29]=2)[C@H:6]([C:16]([O:18][CH3:19])=[O:17])[CH2:5]1. The yield is 0.500. (4) The reactants are CN(C(ON1N=NC2C=CC=NC1=2)=[N+](C)C)C.F[P-](F)(F)(F)(F)F.[F:25][C:26]1[CH:27]=[C:28]([NH:37][C:38]([C@@H:40]2[NH:49][CH2:48][CH2:47][C:46]3[N:45]=[C:44]([O:50][CH3:51])[CH:43]=[CH:42][C:41]2=3)=[O:39])[CH:29]=[C:30]2[C:34]=1[C:33]([CH3:36])([CH3:35])[CH2:32][CH2:31]2.CCN(C(C)C)C(C)C.[CH2:61]([O:68][C:69]([C@@H:71]1[CH2:74][C@H:73]([C:75](O)=[O:76])[CH2:72]1)=[O:70])[C:62]1[CH:67]=[CH:66][CH:65]=[CH:64][CH:63]=1. The catalyst is CN(C=O)C.O. The yield is 0.434. The product is [F:25][C:26]1[CH:27]=[C:28]([NH:37][C:38]([C@@H:40]2[N:49]([C:75]([C@@H:73]3[CH2:74][C@H:71]([C:69]([O:68][CH2:61][C:62]4[CH:63]=[CH:64][CH:65]=[CH:66][CH:67]=4)=[O:70])[CH2:72]3)=[O:76])[CH2:48][CH2:47][C:46]3[N:45]=[C:44]([O:50][CH3:51])[CH:43]=[CH:42][C:41]2=3)=[O:39])[CH:29]=[C:30]2[C:34]=1[C:33]([CH3:35])([CH3:36])[CH2:32][CH2:31]2. (5) The reactants are [CH3:1][O:2][C:3]([C:5]1[N:6]=[C:7]([NH:10][C:11](=[O:34])[C@@H:12]([NH:20][C:21](=[O:33])[CH:22]([NH2:32])[C:23]2[CH:28]=[CH:27][C:26]([O:29][CH3:30])=[C:25]([F:31])[CH:24]=2)[CH2:13][C:14]2[CH:19]=[CH:18][CH:17]=[CH:16][CH:15]=2)[S:8][CH:9]=1)=[O:4].C(N(C(C)C)CC)(C)C.[O:44]=[C:45](Cl)OC(Cl)(Cl)Cl. The catalyst is O1CCCC1.C1(C)C=CC=CC=1.C(OCC)(=O)C. The product is [CH3:1][O:2][C:3]([C:5]1[N:6]=[C:7]([NH:10][C:11](=[O:34])[C@@H:12]([N:20]2[C:21](=[O:33])[CH:22]([C:23]3[CH:28]=[CH:27][C:26]([O:29][CH3:30])=[C:25]([F:31])[CH:24]=3)[NH:32][C:45]2=[O:44])[CH2:13][C:14]2[CH:19]=[CH:18][CH:17]=[CH:16][CH:15]=2)[S:8][CH:9]=1)=[O:4]. The yield is 0.790. (6) The reactants are [NH:1]1[CH2:6][CH2:5][NH:4][CH2:3][CH2:2]1.[C:7]([C:11]1[N:16]=[C:15](Cl)[CH:14]=[C:13]([CH:18]2[CH2:20][CH2:19]2)[N:12]=1)([CH3:10])([CH3:9])[CH3:8]. The catalyst is C(O)C. The product is [C:7]([C:11]1[N:16]=[C:15]([N:1]2[CH2:6][CH2:5][NH:4][CH2:3][CH2:2]2)[CH:14]=[C:13]([CH:18]2[CH2:20][CH2:19]2)[N:12]=1)([CH3:10])([CH3:8])[CH3:9]. The yield is 0.909. (7) The reactants are [C:1]([O:5][C:6]([NH:8][C@@H:9]([CH:13]1[CH2:18][CH2:17][CH2:16][CH2:15][CH2:14]1)[C:10]([OH:12])=O)=[O:7])([CH3:4])([CH3:3])[CH3:2].CN(C(ON1N=N[C:29]2[CH:30]=[CH:31][CH:32]=[CH:33][C:28]1=2)=[N+](C)C)C.F[P-](F)(F)(F)(F)F.C1C=CC2[N:51](O)[N:50]=[N:49][C:47]=2C=1.[CH:53]([N:56]([CH:59]([CH3:61])[CH3:60])CC)([CH3:55])C.CC([N:65](C)C)=O. The catalyst is C(Cl)Cl. The product is [C:1]([O:5][C:6](=[O:7])[NH:8][CH:9]([CH:13]1[CH2:18][CH2:17][CH2:16][CH2:15][CH2:14]1)[C:10]([N:56]1[CH2:53][CH2:55][CH2:61][C@H:59]1[C:60]1[N:51]=[N:50][N:49]([CH2:47][C:28]2[CH:29]=[CH:30][CH:31]=[CH:32][CH:33]=2)[N:65]=1)=[O:12])([CH3:2])([CH3:3])[CH3:4]. The yield is 0.920.